This data is from Forward reaction prediction with 1.9M reactions from USPTO patents (1976-2016). The task is: Predict the product of the given reaction. Given the reactants [CH2:1]=[CH:2][C:3]1[CH:8]=[CH:7][CH:6]=[CH:5][CH:4]=1.[C:9]([OH:13])(=[O:12])[CH:10]=[CH2:11].CN(C)C=O.N(C(C)(C)C#N)=NC(C)(C)C#N, predict the reaction product. The product is: [CH:1]([CH:11]=[CH:10][C:9]([OH:13])=[O:12])=[CH:2][C:3]1[CH:8]=[CH:7][CH:6]=[CH:5][CH:4]=1.